From a dataset of Reaction yield outcomes from USPTO patents with 853,638 reactions. Predict the reaction yield, written as a fraction of the theoretical maximum amount of product (1.0 means a 100% yield; for example, 0.34 means a 34% yield). (1) The reactants are [C:1]1([C:21]2[CH:26]=[CH:25][CH:24]=[CH:23][CH:22]=2)[CH:6]=[CH:5][C:4]([C:7]2[CH:8]=[C:9]3[C:13](=[CH:14][C:15]=2[Cl:16])[NH:12][CH:11]=[C:10]3[C:17]([O:19]C)=[O:18])=[CH:3][CH:2]=1.[OH-].[Na+].Cl. The catalyst is CO. The product is [C:1]1([C:21]2[CH:22]=[CH:23][CH:24]=[CH:25][CH:26]=2)[CH:6]=[CH:5][C:4]([C:7]2[CH:8]=[C:9]3[C:13](=[CH:14][C:15]=2[Cl:16])[NH:12][CH:11]=[C:10]3[C:17]([OH:19])=[O:18])=[CH:3][CH:2]=1. The yield is 0.350. (2) The reactants are [F:1][C:2]1[CH:10]=[CH:9][C:5]([C:6](Cl)=[O:7])=[CH:4][CH:3]=1.[Br:11][C:12]1[C:13]([F:22])=[C:14]2[C:20]([NH2:21])=[CH:19][NH:18][C:15]2=[N:16][CH:17]=1. The catalyst is N1C=CC=CC=1. The product is [Br:11][C:12]1[C:13]([F:22])=[C:14]2[C:20]([NH:21][C:6](=[O:7])[C:5]3[CH:9]=[CH:10][C:2]([F:1])=[CH:3][CH:4]=3)=[CH:19][NH:18][C:15]2=[N:16][CH:17]=1. The yield is 0.770.